This data is from Forward reaction prediction with 1.9M reactions from USPTO patents (1976-2016). The task is: Predict the product of the given reaction. The product is: [N:6]1[CH:7]=[CH:2][CH:3]=[C:4]([S:8]([Cl:11])(=[O:10])=[O:9])[CH:5]=1. Given the reactants Br[C:2]1[CH:3]=[C:4]([S:8]([Cl:11])(=[O:10])=[O:9])[CH:5]=[N:6][CH:7]=1.N1CCOCC1, predict the reaction product.